This data is from NCI-60 drug combinations with 297,098 pairs across 59 cell lines. The task is: Regression. Given two drug SMILES strings and cell line genomic features, predict the synergy score measuring deviation from expected non-interaction effect. (1) Drug 1: CS(=O)(=O)OCCCCOS(=O)(=O)C. Drug 2: C1C(C(OC1N2C=NC(=NC2=O)N)CO)O. Cell line: SK-MEL-2. Synergy scores: CSS=29.9, Synergy_ZIP=-9.70, Synergy_Bliss=-8.23, Synergy_Loewe=3.40, Synergy_HSA=1.18. (2) Drug 1: C1CCC(CC1)NC(=O)N(CCCl)N=O. Drug 2: C1=CC(=CC=C1CC(C(=O)O)N)N(CCCl)CCCl.Cl. Cell line: EKVX. Synergy scores: CSS=14.3, Synergy_ZIP=4.31, Synergy_Bliss=9.65, Synergy_Loewe=6.62, Synergy_HSA=8.14. (3) Cell line: NCI-H522. Synergy scores: CSS=53.3, Synergy_ZIP=-4.39, Synergy_Bliss=-2.23, Synergy_Loewe=-2.59, Synergy_HSA=-0.570. Drug 2: CC1C(C(CC(O1)OC2CC(CC3=C2C(=C4C(=C3O)C(=O)C5=CC=CC=C5C4=O)O)(C(=O)C)O)N)O. Drug 1: CC1=C2C(C(=O)C3(C(CC4C(C3C(C(C2(C)C)(CC1OC(=O)C(C(C5=CC=CC=C5)NC(=O)OC(C)(C)C)O)O)OC(=O)C6=CC=CC=C6)(CO4)OC(=O)C)O)C)O. (4) Drug 1: CC1=C(C(=CC=C1)Cl)NC(=O)C2=CN=C(S2)NC3=CC(=NC(=N3)C)N4CCN(CC4)CCO. Drug 2: C1=CC=C(C(=C1)C(C2=CC=C(C=C2)Cl)C(Cl)Cl)Cl. Cell line: SF-539. Synergy scores: CSS=2.52, Synergy_ZIP=4.39, Synergy_Bliss=11.4, Synergy_Loewe=1.10, Synergy_HSA=4.74. (5) Cell line: SK-MEL-28. Drug 2: C1=NNC2=C1C(=O)NC=N2. Drug 1: CCC1=CC2CC(C3=C(CN(C2)C1)C4=CC=CC=C4N3)(C5=C(C=C6C(=C5)C78CCN9C7C(C=CC9)(C(C(C8N6C)(C(=O)OC)O)OC(=O)C)CC)OC)C(=O)OC.C(C(C(=O)O)O)(C(=O)O)O. Synergy scores: CSS=29.9, Synergy_ZIP=3.71, Synergy_Bliss=6.50, Synergy_Loewe=-43.5, Synergy_HSA=3.18.